Dataset: Forward reaction prediction with 1.9M reactions from USPTO patents (1976-2016). Task: Predict the product of the given reaction. (1) Given the reactants [CH3:1][NH:2][CH2:3][C:4]1[CH:9]=[CH:8][C:7]([C:10]2[S:11][CH:12]=[CH:13][C:14]=2[CH3:15])=[CH:6][CH:5]=1.[C:16]1([CH:22]2[CH2:24][O:23]2)[CH:21]=[CH:20][CH:19]=[CH:18][CH:17]=1, predict the reaction product. The product is: [CH3:1][N:2]([CH2:24][CH:22]([C:16]1[CH:21]=[CH:20][CH:19]=[CH:18][CH:17]=1)[OH:23])[CH2:3][C:4]1[CH:5]=[CH:6][C:7]([C:10]2[S:11][CH:12]=[CH:13][C:14]=2[CH3:15])=[CH:8][CH:9]=1. (2) Given the reactants [CH2:1]([C:3]1[CH:4]=[C:5]([CH2:9]O)[CH:6]=[N:7][CH:8]=1)[CH3:2].[Br:11]P(Br)Br, predict the reaction product. The product is: [Br:11][CH2:9][C:5]1[CH:6]=[N:7][CH:8]=[C:3]([CH2:1][CH3:2])[CH:4]=1. (3) Given the reactants [F:1][C:2]1[CH:7]=[CH:6][C:5](I)=[CH:4][CH:3]=1.N12CCCN=C1CCCCC2.[CH2:20]([OH:23])[C:21]#[CH:22].Cl, predict the reaction product. The product is: [F:1][C:2]1[CH:7]=[CH:6][C:5]([C:22]#[C:21][CH2:20][OH:23])=[CH:4][CH:3]=1. (4) Given the reactants [Br:1][C:2]1[CH:3]=[N:4][CH:5]=[C:6]([CH:10]=1)[C:7](O)=[O:8].C1N=CN(C(N2C=NC=C2)=O)C=1.[BH4-].[Na+], predict the reaction product. The product is: [Br:1][C:2]1[CH:10]=[C:6]([CH2:7][OH:8])[CH:5]=[N:4][CH:3]=1.